From a dataset of NCI-60 drug combinations with 297,098 pairs across 59 cell lines. Regression. Given two drug SMILES strings and cell line genomic features, predict the synergy score measuring deviation from expected non-interaction effect. (1) Synergy scores: CSS=21.0, Synergy_ZIP=-3.46, Synergy_Bliss=1.75, Synergy_Loewe=-67.1, Synergy_HSA=0.893. Cell line: UO-31. Drug 1: CN(C)C1=NC(=NC(=N1)N(C)C)N(C)C. Drug 2: CC1=C(C(=CC=C1)Cl)NC(=O)C2=CN=C(S2)NC3=CC(=NC(=N3)C)N4CCN(CC4)CCO. (2) Drug 1: C1CCC(C(C1)N)N.C(=O)(C(=O)[O-])[O-].[Pt+4]. Drug 2: C1C(C(OC1N2C=NC3=C2NC=NCC3O)CO)O. Cell line: NCI-H322M. Synergy scores: CSS=2.02, Synergy_ZIP=-1.53, Synergy_Bliss=-1.59, Synergy_Loewe=-1.31, Synergy_HSA=-1.66. (3) Drug 2: CC1=C(C=C(C=C1)C(=O)NC2=CC(=CC(=C2)C(F)(F)F)N3C=C(N=C3)C)NC4=NC=CC(=N4)C5=CN=CC=C5. Drug 1: CC1=CC2C(CCC3(C2CCC3(C(=O)C)OC(=O)C)C)C4(C1=CC(=O)CC4)C. Synergy scores: CSS=5.15, Synergy_ZIP=-0.0858, Synergy_Bliss=2.03, Synergy_Loewe=-1.91, Synergy_HSA=1.87. Cell line: UACC62. (4) Drug 1: CC1=C(C=C(C=C1)C(=O)NC2=CC(=CC(=C2)C(F)(F)F)N3C=C(N=C3)C)NC4=NC=CC(=N4)C5=CN=CC=C5. Drug 2: CC1=C(C(=O)C2=C(C1=O)N3CC4C(C3(C2COC(=O)N)OC)N4)N. Cell line: SK-MEL-28. Synergy scores: CSS=21.0, Synergy_ZIP=-5.01, Synergy_Bliss=-3.64, Synergy_Loewe=-10.7, Synergy_HSA=-0.451. (5) Drug 1: CC(C1=C(C=CC(=C1Cl)F)Cl)OC2=C(N=CC(=C2)C3=CN(N=C3)C4CCNCC4)N. Drug 2: C1CCC(C(C1)N)N.C(=O)(C(=O)[O-])[O-].[Pt+4]. Cell line: IGROV1. Synergy scores: CSS=17.0, Synergy_ZIP=-2.81, Synergy_Bliss=2.70, Synergy_Loewe=-2.68, Synergy_HSA=2.70. (6) Drug 1: CCC1=CC2CC(C3=C(CN(C2)C1)C4=CC=CC=C4N3)(C5=C(C=C6C(=C5)C78CCN9C7C(C=CC9)(C(C(C8N6C)(C(=O)OC)O)OC(=O)C)CC)OC)C(=O)OC.C(C(C(=O)O)O)(C(=O)O)O. Drug 2: C1=CC(=C2C(=C1NCCNCCO)C(=O)C3=C(C=CC(=C3C2=O)O)O)NCCNCCO. Cell line: NCI-H522. Synergy scores: CSS=60.5, Synergy_ZIP=-4.67, Synergy_Bliss=-7.29, Synergy_Loewe=-5.36, Synergy_HSA=-1.82.